From a dataset of Reaction yield outcomes from USPTO patents with 853,638 reactions. Predict the reaction yield, written as a fraction of the theoretical maximum amount of product (1.0 means a 100% yield; for example, 0.34 means a 34% yield). (1) The reactants are [F:1][C:2]([F:6])([F:5])[CH2:3][NH2:4].[N+:7]([C:10]1[CH:11]=[C:12]([S:16](Cl)(=[O:18])=[O:17])[CH:13]=[CH:14][CH:15]=1)([O-:9])=[O:8].C(N(CC)CC)C.O. The catalyst is O1CCOCC1. The product is [N+:7]([C:10]1[CH:11]=[C:12]([S:16]([NH:4][CH2:3][C:2]([F:6])([F:5])[F:1])(=[O:18])=[O:17])[CH:13]=[CH:14][CH:15]=1)([O-:9])=[O:8]. The yield is 0.830. (2) The reactants are C(C1ON=C(NC(NC2C=CC=C(OC3C4C(=CC(O)=C(OC)C=4)N=CN=3)C=2)=O)C=1)(C)(C)C.O[C@H]1CCN(C(OC(C)(C)C)=O)C1.[C:47]([C:51]1[O:55][N:54]=[C:53]([NH:56][C:57](=[O:91])[NH:58][C:59]2[CH:60]=[C:61]([CH:88]=[CH:89][CH:90]=2)[O:62][C:63]2[C:72]3[C:67](=[CH:68][C:69]([O:75][C@H:76]4[CH2:80][CH2:79][N:78]([C:81]([O:83][C:84]([CH3:87])([CH3:86])[CH3:85])=[O:82])[CH2:77]4)=[C:70]([O:73][CH3:74])[CH:71]=3)[N:66]=[CH:65][N:64]=2)[CH:52]=1)([CH3:50])([CH3:49])[CH3:48]. No catalyst specified. The product is [C:47]([C:51]1[O:55][N:54]=[C:53]([NH:56][C:57](=[O:91])[NH:58][C:59]2[CH:60]=[C:61]([CH:88]=[CH:89][CH:90]=2)[O:62][C:63]2[C:72]3[C:67](=[CH:68][C:69]([O:75][C@@H:76]4[CH2:80][CH2:79][N:78]([C:81]([O:83][C:84]([CH3:86])([CH3:85])[CH3:87])=[O:82])[CH2:77]4)=[C:70]([O:73][CH3:74])[CH:71]=3)[N:66]=[CH:65][N:64]=2)[CH:52]=1)([CH3:48])([CH3:49])[CH3:50]. The yield is 0.230. (3) The reactants are [Na].[Br:2][C:3]1[CH:8]=[CH:7][C:6]([S:9]([CH:12]2[CH2:15][CH2:14][CH2:13]2)(=[O:11])=[O:10])=[CH:5][C:4]=1F.[C:17](=O)(O)[O-:18].[Na+]. The catalyst is CO. The product is [Br:2][C:3]1[CH:8]=[CH:7][C:6]([S:9]([CH:12]2[CH2:15][CH2:14][CH2:13]2)(=[O:11])=[O:10])=[CH:5][C:4]=1[O:18][CH3:17]. The yield is 0.870. (4) The reactants are [Cl-].O[NH3+:3].[C:4](=[O:7])([O-])[OH:5].[Na+].CS(C)=O.[O:13]=[C:14]1[C:19]([CH2:20][C:21]2[CH:26]=[CH:25][C:24]([C:27]3[C:28]([C:33]#[N:34])=[CH:29][CH:30]=[CH:31][CH:32]=3)=[CH:23][CH:22]=2)=[C:18]([CH2:35][CH2:36][CH3:37])[N:17]2[N:38]=[CH:39][N:40]=[C:16]2[N:15]1[C@H:41]1[CH2:46][CH2:45][C@H:44]([O:47][CH2:48][C:49]([OH:55])([CH3:54])[C:50]([F:53])([F:52])[F:51])[CH2:43][CH2:42]1. The catalyst is O.C(OCC)(=O)C. The product is [O:7]=[C:4]1[O:5][N:3]=[C:33]([C:28]2[CH:29]=[CH:30][CH:31]=[CH:32][C:27]=2[C:24]2[CH:25]=[CH:26][C:21]([CH2:20][C:19]3[C:14](=[O:13])[N:15]([C@H:41]4[CH2:46][CH2:45][C@H:44]([O:47][CH2:48][C:49]([OH:55])([CH3:54])[C:50]([F:52])([F:53])[F:51])[CH2:43][CH2:42]4)[C:16]4[N:17]([N:38]=[CH:39][N:40]=4)[C:18]=3[CH2:35][CH2:36][CH3:37])=[CH:22][CH:23]=2)[NH:34]1. The yield is 0.620. (5) The reactants are [F:1][C:2]1[CH:7]=[C:6]([C:8]([OH:10])=O)[CH:5]=[CH:4][C:3]=1[C:11]1[CH:16]=[CH:15][C:14]([O:17][CH2:18][CH:19]2[CH2:24][CH2:23][N:22]([CH2:25][C:26]3([C:30]([F:33])([F:32])[F:31])[CH2:29][CH2:28][CH2:27]3)[CH2:21][CH2:20]2)=[CH:13][C:12]=1[F:34].[NH:35]1[CH2:39][CH2:38][CH2:37][C@@H:36]1[CH2:40][OH:41].C1C=CC2N(O)N=NC=2C=1.C(Cl)CCl.CCN(C(C)C)C(C)C. The catalyst is C(Cl)Cl.O. The product is [F:1][C:2]1[CH:7]=[C:6]([C:8]([N:35]2[CH2:39][CH2:38][CH2:37][C@@H:36]2[CH2:40][OH:41])=[O:10])[CH:5]=[CH:4][C:3]=1[C:11]1[CH:16]=[CH:15][C:14]([O:17][CH2:18][CH:19]2[CH2:20][CH2:21][N:22]([CH2:25][C:26]3([C:30]([F:33])([F:31])[F:32])[CH2:29][CH2:28][CH2:27]3)[CH2:23][CH2:24]2)=[CH:13][C:12]=1[F:34]. The yield is 0.570.